From a dataset of Full USPTO retrosynthesis dataset with 1.9M reactions from patents (1976-2016). Predict the reactants needed to synthesize the given product. (1) Given the product [C:2]1(/[CH:12]=[CH:38]\[C:40]2[N:41]=[C:42]([CH:45]3[CH2:46][CH2:47][N:48]([C:51]([O:53][C:54]([CH3:57])([CH3:56])[CH3:55])=[O:52])[CH2:49][CH2:50]3)[S:43][CH:44]=2)[C:11]2[C:6](=[CH:7][CH:8]=[CH:9][CH:10]=2)[CH:5]=[CH:4][CH:3]=1, predict the reactants needed to synthesize it. The reactants are: [Cl-].[C:2]1([CH2:12][P+](C2C=CC=CC=2)(C2C=CC=CC=2)C2C=CC=CC=2)[C:11]2[C:6](=[CH:7][CH:8]=[CH:9][CH:10]=2)[CH:5]=[CH:4][CH:3]=1.CC(C)([O-])C.[K+].[CH:38]([C:40]1[N:41]=[C:42]([CH:45]2[CH2:50][CH2:49][N:48]([C:51]([O:53][C:54]([CH3:57])([CH3:56])[CH3:55])=[O:52])[CH2:47][CH2:46]2)[S:43][CH:44]=1)=O.[Cl-].[NH4+]. (2) Given the product [Br:11][C:12]1[CH:13]=[CH:14][C:15]([CH:18]([F:33])[S:19]([CH3:22])(=[O:21])=[O:20])=[N:16][CH:17]=1, predict the reactants needed to synthesize it. The reactants are: C[Si]([N-][Si](C)(C)C)(C)C.[Li+].[Br:11][C:12]1[CH:13]=[CH:14][C:15]([CH2:18][S:19]([CH3:22])(=[O:21])=[O:20])=[N:16][CH:17]=1.C1C=CC(S(N(S(C2C=CC=CC=2)(=O)=O)[F:33])(=O)=O)=CC=1. (3) Given the product [Cl:1][C:2]1[C:3]([N:9]2[C:13]([C:14]([OH:15])=[O:25])=[CH:12][C:11]([C:19]([F:22])([F:21])[F:20])=[N:10]2)=[N:4][CH:5]=[C:6]([Cl:8])[CH:7]=1, predict the reactants needed to synthesize it. The reactants are: [Cl:1][C:2]1[C:3]([N:9]2[C:13]([C:14]3[O:15]C=CC=3)=[CH:12][C:11]([C:19]([F:22])([F:21])[F:20])=[N:10]2)=[N:4][CH:5]=[C:6]([Cl:8])[CH:7]=1.CC(C)=[O:25].[Mn]([O-])(=O)(=O)=O.[K+]. (4) The reactants are: FC(F)(F)C(O)=O.[CH3:8][C:9]1[C:14]([NH:15][C:16](=[O:43])[CH:17]([C:23]2[CH:28]=[CH:27][C:26]([CH2:29][N:30]3[C:35](=[O:36])[CH2:34][O:33][C:32]([C:37]4[CH:42]=[CH:41][CH:40]=[CH:39][CH:38]=4)=[N:31]3)=[CH:25][CH:24]=2)[CH:18]([CH3:22])[CH2:19][CH2:20][CH3:21])=[CH:13][CH:12]=[CH:11][C:10]=1[CH2:44][CH2:45][C:46]([O:48]C(C)(C)C)=[O:47]. Given the product [CH3:8][C:9]1[C:14]([NH:15][C:16](=[O:43])[CH:17]([C:23]2[CH:28]=[CH:27][C:26]([CH2:29][N:30]3[C:35](=[O:36])[CH2:34][O:33][C:32]([C:37]4[CH:42]=[CH:41][CH:40]=[CH:39][CH:38]=4)=[N:31]3)=[CH:25][CH:24]=2)[CH:18]([CH3:22])[CH2:19][CH2:20][CH3:21])=[CH:13][CH:12]=[CH:11][C:10]=1[CH2:44][CH2:45][C:46]([OH:48])=[O:47], predict the reactants needed to synthesize it. (5) Given the product [Cl:1][C:2]1[C:7]2[S:8][C:9]([B:16]([OH:21])[OH:17])=[CH:10][C:6]=2[CH:5]=[CH:4][CH:3]=1, predict the reactants needed to synthesize it. The reactants are: [Cl:1][C:2]1[C:7]2[S:8][CH:9]=[CH:10][C:6]=2[CH:5]=[CH:4][CH:3]=1.C([Li])CCC.[B:16](OC(C)C)([O:21]C(C)C)[O:17]C(C)C.[Cl-].[NH4+]. (6) Given the product [F:1][C:2]1[CH:3]=[C:4]([CH:9]=[CH:10][C:11]=1[C:12]#[C:13][CH2:14][O:15][CH3:16])[C:5]([OH:7])=[O:6], predict the reactants needed to synthesize it. The reactants are: [F:1][C:2]1[CH:3]=[C:4]([CH:9]=[CH:10][C:11]=1[C:12]#[C:13][CH2:14][O:15][CH3:16])[C:5]([O:7]C)=[O:6].CO.[OH-].[Na+].